This data is from Reaction yield outcomes from USPTO patents with 853,638 reactions. The task is: Predict the reaction yield, written as a fraction of the theoretical maximum amount of product (1.0 means a 100% yield; for example, 0.34 means a 34% yield). (1) The reactants are C([O:3][C:4](=O)[CH2:5][O:6][C@@H:7]([C:21]1[CH:26]=[CH:25][CH:24]=[C:23]([F:27])[C:22]=1[C:28]1[CH:33]=[CH:32][CH:31]=[C:30]([CH3:34])[CH:29]=1)[C@@H:8]1[O:13][CH2:12][CH2:11][N:10]([C:14]([O:16][C:17]([CH3:20])([CH3:19])[CH3:18])=[O:15])[CH2:9]1)C.[BH4-].[Na+]. The catalyst is CO. The product is [F:27][C:23]1[C:22]([C:28]2[CH:33]=[CH:32][CH:31]=[C:30]([CH3:34])[CH:29]=2)=[C:21]([C@H:7]([O:6][CH2:5][CH2:4][OH:3])[C@@H:8]2[O:13][CH2:12][CH2:11][N:10]([C:14]([O:16][C:17]([CH3:18])([CH3:19])[CH3:20])=[O:15])[CH2:9]2)[CH:26]=[CH:25][CH:24]=1. The yield is 0.960. (2) The reactants are [C:1]([NH:9][CH2:10][CH:11]1[CH2:16][CH2:15][CH2:14][CH:13]([N:17]2[C:26]3[CH:25]=[CH:24][CH:23]=[C:22]([C:27](O)=[O:28])[C:21]=3[C:20]3=[N:30][O:31][C:32]([CH3:33])=[C:19]3[C:18]2=[O:34])[CH2:12]1)(=[O:8])[C:2]1[CH:7]=[CH:6][CH:5]=[CH:4][CH:3]=1.S(Cl)(Cl)=O.[BH4-].[Na+]. The product is [OH:28][CH2:27][C:22]1[C:21]2[C:20]3[C:19](=[C:32]([CH3:33])[O:31][N:30]=3)[C:18](=[O:34])[N:17]([CH:13]3[CH2:14][CH2:15][CH2:16][CH:11]([CH2:10][NH:9][C:1](=[O:8])[C:2]4[CH:7]=[CH:6][CH:5]=[CH:4][CH:3]=4)[CH2:12]3)[C:26]=2[CH:25]=[CH:24][CH:23]=1. The catalyst is C1(C)C=CC=CC=1.C1COCC1.CO.CCOC(C)=O. The yield is 0.530.